From a dataset of Reaction yield outcomes from USPTO patents with 853,638 reactions. Predict the reaction yield, written as a fraction of the theoretical maximum amount of product (1.0 means a 100% yield; for example, 0.34 means a 34% yield). (1) The reactants are [C:1](Cl)(=[O:3])[CH3:2].[N+:5]([C:8]1[CH:9]=[CH:10][C:11]2[O:16][CH2:15][CH2:14][NH:13][C:12]=2[CH:17]=1)([O-:7])=[O:6].C([O-])(O)=O.[Na+]. The catalyst is C(Cl)Cl. The product is [C:1]([N:13]1[C:12]2[CH:17]=[C:8]([N+:5]([O-:7])=[O:6])[CH:9]=[CH:10][C:11]=2[O:16][CH2:15][CH2:14]1)(=[O:3])[CH3:2]. The yield is 0.900. (2) The reactants are [CH2:1]([O:3][C:4]([C:6]1[C:7]([CH3:16])=[C:8]2[N:13]([CH:14]=1)[N:12]=[CH:11][N:10]=[C:9]2O)=[O:5])[CH3:2].P(Cl)(Cl)([Cl:19])=O.C(N(C(C)C)CC)(C)C. The catalyst is C1(C)C=CC=CC=1. The product is [CH2:1]([O:3][C:4]([C:6]1[C:7]([CH3:16])=[C:8]2[N:13]([CH:14]=1)[N:12]=[CH:11][N:10]=[C:9]2[Cl:19])=[O:5])[CH3:2]. The yield is 0.990. (3) The reactants are [Br:1][C:2]1[C:3]([N:19]2[CH2:24][CH2:23][CH2:22][C@@H:21]([NH:25]C(=O)OC(C)(C)C)[CH2:20]2)=[C:4]2[C:10]([NH:11][C:12]([CH:14]3[CH2:18][CH2:17][O:16][CH2:15]3)=[O:13])=[CH:9][NH:8][C:5]2=[N:6][CH:7]=1.[ClH:33]. The catalyst is C(O)(C(F)(F)F)=O.CO.C(Cl)Cl.CCOCC. The product is [ClH:33].[NH2:25][C@@H:21]1[CH2:22][CH2:23][CH2:24][N:19]([C:3]2[C:2]([Br:1])=[CH:7][N:6]=[C:5]3[NH:8][CH:9]=[C:10]([NH:11][C:12]([CH:14]4[CH2:18][CH2:17][O:16][CH2:15]4)=[O:13])[C:4]=23)[CH2:20]1. The yield is 0.370.